This data is from Reaction yield outcomes from USPTO patents with 853,638 reactions. The task is: Predict the reaction yield, written as a fraction of the theoretical maximum amount of product (1.0 means a 100% yield; for example, 0.34 means a 34% yield). (1) The reactants are [ClH:1].C(OC([N:9]1[CH2:12][CH:11]([C:13]2[C:14]([C:19]3[CH:24]=[CH:23][CH:22]=[CH:21][CH:20]=3)=[N:15][CH:16]=[CH:17][CH:18]=2)[CH2:10]1)=O)(C)(C)C. The catalyst is CO. The product is [ClH:1].[NH:9]1[CH2:12][CH:11]([C:13]2[C:14]([C:19]3[CH:24]=[CH:23][CH:22]=[CH:21][CH:20]=3)=[N:15][CH:16]=[CH:17][CH:18]=2)[CH2:10]1. The yield is 0.940. (2) The reactants are [H-].[Na+].[Cl:3][C:4]1[N:9]=[C:8]([NH:10][CH:11]2[CH2:16][CH2:15][N:14]([C:17]3[CH:24]=[CH:23][C:20]([C:21]#[N:22])=[CH:19][N:18]=3)[CH2:13][CH2:12]2)[C:7]([CH3:25])=[CH:6][N:5]=1.I[CH3:27]. The catalyst is C1COCC1. The product is [Cl:3][C:4]1[N:9]=[C:8]([N:10]([CH3:27])[CH:11]2[CH2:12][CH2:13][N:14]([C:17]3[CH:24]=[CH:23][C:20]([C:21]#[N:22])=[CH:19][N:18]=3)[CH2:15][CH2:16]2)[C:7]([CH3:25])=[CH:6][N:5]=1. The yield is 0.235.